Dataset: Forward reaction prediction with 1.9M reactions from USPTO patents (1976-2016). Task: Predict the product of the given reaction. (1) Given the reactants [CH3:1][C:2]1[N:7]=[CH:6][C:5]([OH:8])=[CH:4][CH:3]=1.[ClH:9], predict the reaction product. The product is: [ClH:9].[CH3:1][C@@H:2]1[NH:7][CH2:6][C@@H:5]([OH:8])[CH2:4][CH2:3]1. (2) Given the reactants C(OC([N:8]1[CH2:12][CH:11]([O:13][C:14]2[CH:23]=[C:22]3[C:17]([C:18](Cl)=[N:19][CH:20]=[N:21]3)=[CH:16][C:15]=2[O:25][CH3:26])[CH2:10][CH:9]1[C:27](=[O:31])[N:28]([CH3:30])[CH3:29])=O)(C)(C)C.[Cl:32][C:33]1[CH:34]=[C:35]([CH:37]=[CH:38][C:39]=1[F:40])[NH2:36].Cl, predict the reaction product. The product is: [Cl:32][C:33]1[CH:34]=[C:35]([NH:36][C:18]2[C:17]3[C:22](=[CH:23][C:14]([O:13][C@@H:11]4[CH2:12][NH:8][C@H:9]([C:27]([N:28]([CH3:29])[CH3:30])=[O:31])[CH2:10]4)=[C:15]([O:25][CH3:26])[CH:16]=3)[N:21]=[CH:20][N:19]=2)[CH:37]=[CH:38][C:39]=1[F:40]. (3) Given the reactants [N:1]([CH2:4][CH2:5][O:6][CH2:7][CH2:8][O:9][CH2:10][CH2:11][O:12][CH2:13][CH2:14][N:15]=[N+]=[N-])=[N+:2]=[N-:3].Cl.C1(P(C2C=CC=CC=2)C2C=CC=CC=2)C=CC=CC=1, predict the reaction product. The product is: [N:1]([CH2:4][CH2:5][O:6][CH2:7][CH2:8][O:9][CH2:10][CH2:11][O:12][CH2:13][CH2:14][NH2:15])=[N+:2]=[N-:3]. (4) Given the reactants [CH3:1][C:2]1[N:6]([CH2:7][CH2:8][CH2:9][NH2:10])[CH:5]=[N:4][CH:3]=1.[CH:11]1([O:16][C:17]2[CH:22]=[C:21]([N:23]=[C:24]=[O:25])[CH:20]=[CH:19][C:18]=2[O:26][CH3:27])[CH2:15][CH2:14][CH2:13][CH2:12]1, predict the reaction product. The product is: [CH:11]1([O:16][C:17]2[CH:22]=[C:21]([NH:23][C:24]([NH:10][CH2:9][CH2:8][CH2:7][N:6]3[C:2]([CH3:1])=[CH:3][N:4]=[CH:5]3)=[O:25])[CH:20]=[CH:19][C:18]=2[O:26][CH3:27])[CH2:12][CH2:13][CH2:14][CH2:15]1. (5) Given the reactants [O:1]1[C:5]2[CH:6]=[CH:7][C:8]([C:10]3[S:11][CH:12]=[C:13]([C:15]([OH:17])=O)[N:14]=3)=[CH:9][C:4]=2[CH2:3][CH2:2]1.[NH2:18][C:19]1[NH:23][C:22]2[CH:24]=[CH:25][C:26]([C:28]#[N:29])=[CH:27][C:21]=2[N:20]=1.F[P-](F)(F)(F)(F)F.N1(OC(N(C)C)=[N+](C)C)C2C=CC=CC=2N=N1.C(N(CC)C(C)C)(C)C, predict the reaction product. The product is: [C:28]([C:26]1[CH:25]=[CH:24][C:22]2[NH:23][C:19]([NH:18][C:15]([C:13]3[N:14]=[C:10]([C:8]4[CH:7]=[CH:6][C:5]5[O:1][CH2:2][CH2:3][C:4]=5[CH:9]=4)[S:11][CH:12]=3)=[O:17])=[N:20][C:21]=2[CH:27]=1)#[N:29]. (6) Given the reactants [N:1]([C:4]1[CH:5]=[C:6]([CH:27]=[CH:28][C:29]=1[CH3:30])[C:7]([NH:9][C:10]1[CH:15]=[C:14]([C:16]([CH3:19])([CH3:18])[CH3:17])[CH:13]=[C:12]([NH:20][S:21]([CH3:24])(=[O:23])=[O:22])[C:11]=1[O:25][CH3:26])=[O:8])=[N+:2]=[N-:3].[C:31]([C:33]1[N:37]([CH3:38])[CH:36]=[N:35][CH:34]=1)#[CH:32], predict the reaction product. The product is: [C:16]([C:14]1[CH:13]=[C:12]([NH:20][S:21]([CH3:24])(=[O:22])=[O:23])[C:11]([O:25][CH3:26])=[C:10]([NH:9][C:7](=[O:8])[C:6]2[CH:27]=[CH:28][C:29]([CH3:30])=[C:4]([N:1]3[CH:32]=[C:31]([C:33]4[N:37]([CH3:38])[CH:36]=[N:35][CH:34]=4)[N:3]=[N:2]3)[CH:5]=2)[CH:15]=1)([CH3:18])([CH3:19])[CH3:17]. (7) Given the reactants I[C:2]1[CH:7]=[C:6]([CH3:8])[C:5]([O:9][CH:10]([CH3:12])[CH3:11])=[CH:4][C:3]=1[CH3:13].[Li]CCCC.[C:19](=[O:21])=[O:20].Cl, predict the reaction product. The product is: [CH:10]([O:9][C:5]1[C:6]([CH3:8])=[CH:7][C:2]([C:19]([OH:21])=[O:20])=[C:3]([CH3:13])[CH:4]=1)([CH3:12])[CH3:11].